This data is from Forward reaction prediction with 1.9M reactions from USPTO patents (1976-2016). The task is: Predict the product of the given reaction. (1) The product is: [CH2:34]([N:20]([CH2:18][CH3:19])[CH2:21][CH2:22][NH:23][C:24]([C:26]1[C:30]([CH3:31])=[C:29]([CH:32]=[C:10]2[C:9]3[C:13](=[CH:14][CH:15]=[CH:16][C:8]=3[C:5]3[CH:4]=[CH:3][C:2]([Cl:1])=[CH:7][CH:6]=3)[NH:12][C:11]2=[O:17])[NH:28][CH:27]=1)=[O:25])[CH3:35]. Given the reactants [Cl:1][C:2]1[CH:7]=[CH:6][C:5]([C:8]2[CH:16]=[CH:15][CH:14]=[C:13]3[C:9]=2[CH2:10][C:11](=[O:17])[NH:12]3)=[CH:4][CH:3]=1.[CH2:18]([N:20]([CH2:34][CH3:35])[CH2:21][CH2:22][NH:23][C:24]([C:26]1[C:30]([CH3:31])=[C:29]([CH:32]=O)[NH:28][CH:27]=1)=[O:25])[CH3:19], predict the reaction product. (2) Given the reactants [Cl:1][C:2]1[N:6]2[CH:7]=[C:8]([C:15]3[O:16][CH:17]=[CH:18][CH:19]=3)[CH:9]=[C:10]([C:11]([F:14])([F:13])[F:12])[C:5]2=[N:4][C:3]=1[C:20]([O:22]C)=[O:21].[OH-].[Na+].Cl, predict the reaction product. The product is: [Cl:1][C:2]1[N:6]2[CH:7]=[C:8]([C:15]3[O:16][CH:17]=[CH:18][CH:19]=3)[CH:9]=[C:10]([C:11]([F:13])([F:12])[F:14])[C:5]2=[N:4][C:3]=1[C:20]([OH:22])=[O:21]. (3) The product is: [C:1]([OH:9])(=[O:8])[CH:2]([CH2:4][C:5]([OH:7])=[O:6])[OH:3].[C:1]([O-:9])(=[O:8])[CH:2]([CH2:4][C:5]([O-:7])=[O:6])[OH:3]. Given the reactants [C:1]([OH:9])(=[O:8])[CH:2]([CH2:4][C:5]([OH:7])=[O:6])[OH:3].[OH-].[Ca+2].[OH-], predict the reaction product. (4) The product is: [Br:9][C:5]1[N:6]=[C:7]2[N:25]([CH2:24][C:23]3[C:22]([Cl:21])=[CH:29][CH:28]=[CH:27][C:26]=3[Cl:30])[CH2:11][CH2:12][NH:1][C:2]2=[N:3][CH:4]=1. Given the reactants [NH2:1][C:2]1[C:7](Br)=[N:6][C:5]([Br:9])=[CH:4][N:3]=1.Cl[C:11]1C(F)=CC=C(F)[C:12]=1CN.[Cl:21][C:22]1[CH:29]=[CH:28][CH:27]=[C:26]([Cl:30])[C:23]=1[CH2:24][NH2:25], predict the reaction product. (5) Given the reactants [F:1][C:2]([F:13])([F:12])[C:3]1[CH:4]=[C:5]([CH:9]=[CH:10][CH:11]=1)[C:6](Cl)=[O:7].[CH:14]1([NH2:19])[CH2:18][CH2:17][CH2:16][CH2:15]1.CCN(CC)CC, predict the reaction product. The product is: [CH:14]1([NH:19][C:6](=[O:7])[C:5]2[CH:9]=[CH:10][CH:11]=[C:3]([C:2]([F:13])([F:12])[F:1])[CH:4]=2)[CH2:18][CH2:17][CH2:16][CH2:15]1. (6) Given the reactants [F:1][C@H:2]1[CH2:19][C@@:17]2([CH3:18])[C@@H:13]([CH2:14][CH2:15][C:16]2=[O:20])[C@H:12]2[C@H:3]1[C@@H:4]1[C:9]([CH2:10][C@H:11]2[CH2:21][CH2:22][CH2:23][CH2:24][CH2:25][O:26][Si](C(C)(C)C)(C)C)=[CH:8][C:7](=[O:34])[CH2:6][CH2:5]1.C(O)(=O)C, predict the reaction product. The product is: [F:1][C@H:2]1[CH2:19][C@@:17]2([CH3:18])[C@@H:13]([CH2:14][CH2:15][C:16]2=[O:20])[C@H:12]2[C@H:3]1[C@@H:4]1[C:9]([CH2:10][C@H:11]2[CH2:21][CH2:22][CH2:23][CH2:24][CH2:25][OH:26])=[CH:8][C:7](=[O:34])[CH2:6][CH2:5]1.